Dataset: Catalyst prediction with 721,799 reactions and 888 catalyst types from USPTO. Task: Predict which catalyst facilitates the given reaction. Reactant: P(Cl)(Cl)(Cl)=O.[NH2:6][C:7]1[CH:8]=[C:9]([NH:14][C:15](=[O:24])[C:16]2[CH:21]=[CH:20][C:19]([C:22]#[N:23])=[CH:18][CH:17]=2)[CH:10]=[CH:11][C:12]=1Cl.[CH2:25]([O:27][CH2:28][CH2:29][O:30][C:31]1[CH:39]=[CH:38][C:34]([C:35](O)=[O:36])=[CH:33][CH:32]=1)[CH3:26].N1C=CC=C[CH:41]=1. The catalyst class is: 6. Product: [C:22]([C:19]1[CH:20]=[CH:21][C:16]([C:15]([NH:14][C:9]2[CH:10]=[CH:11][C:12]([CH3:41])=[C:7]([NH:6][C:35](=[O:36])[C:34]3[CH:38]=[CH:39][C:31]([O:30][CH2:29][CH2:28][O:27][CH2:25][CH3:26])=[CH:32][CH:33]=3)[CH:8]=2)=[O:24])=[CH:17][CH:18]=1)#[N:23].